Task: Predict the reactants needed to synthesize the given product.. Dataset: Full USPTO retrosynthesis dataset with 1.9M reactions from patents (1976-2016) (1) The reactants are: Cl.[CH:2]1([NH:8][OH:9])[CH2:7][CH2:6][CH2:5][CH2:4][CH2:3]1.[N:10]1([C:15]2[CH:22]=[CH:21][CH:20]=[CH:19][C:16]=2[CH:17]=O)[CH:14]=[CH:13][N:12]=[CH:11]1. Given the product [CH:2]1([N+:8]([O-:9])=[CH:17][C:16]2[CH:19]=[CH:20][CH:21]=[CH:22][C:15]=2[N:10]2[CH:14]=[CH:13][N:12]=[CH:11]2)[CH2:7][CH2:6][CH2:5][CH2:4][CH2:3]1, predict the reactants needed to synthesize it. (2) Given the product [Cl:15][C:16]1[CH:21]=[CH:20][C:19]([CH2:22][O:1][C:2]2[N:6]([C:7]3[CH:12]=[C:11]([C:13]#[N:14])[CH:10]=[CH:9][N:8]=3)[N:5]=[CH:4][CH:3]=2)=[C:18]([CH2:24][CH3:25])[CH:17]=1, predict the reactants needed to synthesize it. The reactants are: [OH:1][C:2]1[N:6]([C:7]2[CH:12]=[C:11]([C:13]#[N:14])[CH:10]=[CH:9][N:8]=2)[N:5]=[CH:4][CH:3]=1.[Cl:15][C:16]1[CH:21]=[CH:20][C:19]([CH2:22]O)=[C:18]([CH2:24][CH3:25])[CH:17]=1.